The task is: Regression/Classification. Given a drug SMILES string, predict its absorption, distribution, metabolism, or excretion properties. Task type varies by dataset: regression for continuous measurements (e.g., permeability, clearance, half-life) or binary classification for categorical outcomes (e.g., BBB penetration, CYP inhibition). For this dataset (ppbr_az), we predict Y.. This data is from Plasma protein binding rate (PPBR) regression data from AstraZeneca. (1) The compound is CCCNC(=O)c1cc2c(-n3ccc(C(F)(F)F)n3)c(-c3cncc(C(=O)O)c3)cnc2[nH]1. The Y is 92.3 %. (2) The drug is O=C(NCc1cccc(F)c1)NC1CCN(Cc2ccn(-c3ccc(C(F)(F)F)cc3)c2)CC1. The Y is 97.3 %. (3) The molecule is O=C(O)c1cccc(C(=O)N2CCC(N3CCC(Oc4ccc(Cl)c(Cl)c4)CC3)CC2)c1. The Y is 95.0 %.